Dataset: Catalyst prediction with 721,799 reactions and 888 catalyst types from USPTO. Task: Predict which catalyst facilitates the given reaction. (1) Reactant: [CH2:1]([N:8]([CH:18]1[CH2:22][CH2:21][CH2:20][CH2:19]1)[CH2:9][C:10](O)([CH3:16])[C:11]([O:13][CH2:14][CH3:15])=[O:12])[C:2]1[CH:7]=[CH:6][CH:5]=[CH:4][CH:3]=1.CCN(S(F)(F)[F:29])CC. Product: [CH2:1]([N:8]([CH:18]1[CH2:22][CH2:21][CH2:20][CH2:19]1)[CH2:9][C:10]([F:29])([CH3:16])[C:11]([O:13][CH2:14][CH3:15])=[O:12])[C:2]1[CH:7]=[CH:6][CH:5]=[CH:4][CH:3]=1. The catalyst class is: 4. (2) Product: [NH:1]1[C:9]2[C:4](=[CH:5][C:6]([C:10]3[CH:15]=[C:14]([C:16]4[S:17][C:18]5[C:24]([C:25]6[CH:26]=[CH:27][C:28]([Cl:31])=[CH:29][CH:30]=6)=[C:23]([C@H:32]([O:37][C:38]([CH3:40])([CH3:39])[CH3:41])[C:33]([OH:35])=[O:34])[C:22]([CH3:42])=[CH:21][C:19]=5[N:20]=4)[CH:13]=[CH:12][N:11]=3)=[CH:7][CH:8]=2)[CH:3]=[N:2]1. Reactant: [NH:1]1[C:9]2[C:4](=[CH:5][C:6]([C:10]3[CH:15]=[C:14]([C:16]4[S:17][C:18]5[C:24]([C:25]6[CH:30]=[CH:29][C:28]([Cl:31])=[CH:27][CH:26]=6)=[C:23]([C@H:32]([O:37][C:38]([CH3:41])([CH3:40])[CH3:39])[C:33]([O:35]C)=[O:34])[C:22]([CH3:42])=[CH:21][C:19]=5[N:20]=4)[CH:13]=[CH:12][N:11]=3)=[CH:7][CH:8]=2)[CH:3]=[N:2]1.O. The catalyst class is: 5.